This data is from Catalyst prediction with 721,799 reactions and 888 catalyst types from USPTO. The task is: Predict which catalyst facilitates the given reaction. (1) Reactant: [CH3:1][O:2][C:3]1[CH:8]=[CH:7][C:6]([C:9]2[CH:14]=[CH:13][C:12]([CH3:15])=[C:11]([N+:16]([O-])=O)[CH:10]=2)=[CH:5][CH:4]=1. Product: [NH2:16][C:11]1[CH:10]=[C:9]([C:6]2[CH:7]=[CH:8][C:3]([O:2][CH3:1])=[CH:4][CH:5]=2)[CH:14]=[CH:13][C:12]=1[CH3:15]. The catalyst class is: 43. (2) Reactant: [NH:1]1[CH:5]=[C:4]([C:6]2[C:14]3[C:13]([NH:15][C@H:16]([C:18]4[N:23]([C:24]5[CH:29]=[CH:28][CH:27]=[CH:26][CH:25]=5)[C:22](=[O:30])[C:21]5=[C:31]([CH3:34])[CH:32]=[CH:33][N:20]5[N:19]=4)[CH3:17])=[N:12][CH:11]=[N:10][C:9]=3[N:8]([CH2:35][O:36][CH2:37][CH2:38][Si:39]([CH3:42])([CH3:41])[CH3:40])[CH:7]=2)[CH:3]=[N:2]1.Cl[CH2:44][CH2:45][CH2:46][N:47]([CH3:49])[CH3:48].C(=O)([O-])[O-].[Cs+].[Cs+]. Product: [CH3:48][N:47]([CH3:49])[CH2:46][CH2:45][CH2:44][N:1]1[CH:5]=[C:4]([C:6]2[C:14]3[C:13]([NH:15][C@H:16]([C:18]4[N:23]([C:24]5[CH:25]=[CH:26][CH:27]=[CH:28][CH:29]=5)[C:22](=[O:30])[C:21]5=[C:31]([CH3:34])[CH:32]=[CH:33][N:20]5[N:19]=4)[CH3:17])=[N:12][CH:11]=[N:10][C:9]=3[N:8]([CH2:35][O:36][CH2:37][CH2:38][Si:39]([CH3:40])([CH3:42])[CH3:41])[CH:7]=2)[CH:3]=[N:2]1. The catalyst class is: 3. (3) Reactant: [CH3:1][O:2][C:3](=[O:40])[C:4]1[CH:9]=[CH:8][C:7]([CH2:10][N:11]([S:31]([C:34]2[CH:39]=[CH:38][CH:37]=[CH:36][CH:35]=2)(=[O:33])=[O:32])[CH2:12][C:13]2[CH:18]=[CH:17][C:16]([C:19]([P:22]([O:27]CC)([O:24]CC)=[O:23])([F:21])[F:20])=[C:15]([Br:30])[CH:14]=2)=[CH:6][CH:5]=1.C[Si](N([Si](C)(C)C)C(=O)C(F)(F)F)(C)C.I[Si](C)(C)C. Product: [CH3:1][O:2][C:3](=[O:40])[C:4]1[CH:5]=[CH:6][C:7]([CH2:10][N:11]([S:31]([C:34]2[CH:35]=[CH:36][CH:37]=[CH:38][CH:39]=2)(=[O:33])=[O:32])[CH2:12][C:13]2[CH:18]=[CH:17][C:16]([C:19]([F:21])([F:20])[P:22]([OH:27])([OH:24])=[O:23])=[C:15]([Br:30])[CH:14]=2)=[CH:8][CH:9]=1. The catalyst class is: 2. (4) Reactant: [NH2:1][C:2]1[N:6]([CH:7]2[CH2:12][CH2:11][CH2:10][NH:9][CH2:8]2)[N:5]=[C:4]([C:13]2[CH:18]=[CH:17][C:16]([CH2:19][C:20]3[CH:25]=[CH:24][CH:23]=[CH:22][CH:21]=3)=[CH:15][CH:14]=2)[C:3]=1[C:26]([NH2:28])=[O:27].C([O-])([O-])=O.[Cs+].[Cs+].[N:35]#[C:36]Br. The catalyst class is: 9. Product: [NH2:1][C:2]1[N:6]([CH:7]2[CH2:12][CH2:11][CH2:10][N:9]([C:36]#[N:35])[CH2:8]2)[N:5]=[C:4]([C:13]2[CH:14]=[CH:15][C:16]([CH2:19][C:20]3[CH:21]=[CH:22][CH:23]=[CH:24][CH:25]=3)=[CH:17][CH:18]=2)[C:3]=1[C:26]([NH2:28])=[O:27]. (5) Reactant: Cl[C:2]1[CH:7]=[N:6][CH:5]=[C:4]([C:8]#[N:9])[N:3]=1.[CH3:10][S-:11].[Na+].C1COCC1.C(OCC)(=O)C. Product: [C:8]([C:4]1[CH:5]=[N:6][CH:7]=[C:2]([S:11][CH3:10])[N:3]=1)#[N:9]. The catalyst class is: 6. (6) Reactant: C(N(S(F)(F)[F:7])CC)C.O[CH2:11][C@@H:12]1[CH2:16][CH2:15][CH2:14][N:13]1[C:17]([O:19][C:20]([CH3:23])([CH3:22])[CH3:21])=[O:18].C(=O)([O-])O.[Na+]. Product: [F:7][CH2:11][C@@H:12]1[CH2:16][CH2:15][CH2:14][N:13]1[C:17]([O:19][C:20]([CH3:23])([CH3:22])[CH3:21])=[O:18]. The catalyst class is: 4. (7) Reactant: Cl[C:2]1[C:3]([CH:5]=[C:6]([NH:10][C:11]2[C:20]3[C:15](=[CH:16][C:17]([O:23][CH3:24])=[C:18]([O:21][CH3:22])[CH:19]=3)[N:14]=[CH:13][N:12]=2)[C:7](=[O:9])[CH:8]=1)=[O:4].[NH:25]1[CH2:30][CH2:29][O:28][CH2:27][CH2:26]1. Product: [CH3:22][O:21][C:18]1[CH:19]=[C:20]2[C:15](=[CH:16][C:17]=1[O:23][CH3:24])[N:14]=[CH:13][N:12]=[C:11]2[NH:10][C:6]1[C:7]([CH:8]=[C:2]([N:25]2[CH2:30][CH2:29][O:28][CH2:27][CH2:26]2)[C:3](=[O:4])[CH:5]=1)=[O:9]. The catalyst class is: 11. (8) Product: [CH3:38][O:39][NH:40][C:34]([CH:31]1[CH2:32][CH2:33][N:28]([C:9]2[C:8]([C:5]3[CH:4]=[CH:3][C:2]([F:1])=[CH:7][CH:6]=3)=[C:13]([C:14]3[CH:19]=[CH:18][C:17]([S:20]([CH3:23])(=[O:22])=[O:21])=[CH:16][CH:15]=3)[N:12]=[C:11]([C:24]([F:25])([F:27])[F:26])[N:10]=2)[CH2:29][CH2:30]1)=[O:36]. The catalyst class is: 4. Reactant: [F:1][C:2]1[CH:7]=[CH:6][C:5]([C:8]2[C:9]([N:28]3[CH2:33][CH2:32][CH:31]([C:34]([OH:36])=O)[CH2:30][CH2:29]3)=[N:10][C:11]([C:24]([F:27])([F:26])[F:25])=[N:12][C:13]=2[C:14]2[CH:19]=[CH:18][C:17]([S:20]([CH3:23])(=[O:22])=[O:21])=[CH:16][CH:15]=2)=[CH:4][CH:3]=1.Cl.[CH3:38][O:39][NH2:40].Cl.CN(C)CCCN=C=NCC.ON1C2C=CC=CC=2N=N1.C(N(C(C)C)CC)(C)C.